This data is from Full USPTO retrosynthesis dataset with 1.9M reactions from patents (1976-2016). The task is: Predict the reactants needed to synthesize the given product. (1) Given the product [NH2:1][C:4]1[CH:12]=[CH:11][C:10]([N:13]2[CH2:18][CH:17]([CH3:19])[O:16][CH:15]([CH3:20])[CH2:14]2)=[CH:9][C:5]=1[C:6]([OH:8])=[O:7], predict the reactants needed to synthesize it. The reactants are: [N+:1]([C:4]1[CH:12]=[CH:11][C:10]([N:13]2[CH2:18][CH:17]([CH3:19])[O:16][CH:15]([CH3:20])[CH2:14]2)=[CH:9][C:5]=1[C:6]([OH:8])=[O:7])([O-])=O.C1CCCCC=1. (2) Given the product [Cl:28][C:13]1[C:14]([NH:18][C:19](=[O:27])[CH2:20][CH:21]2[CH2:22][CH2:23][CH2:24][CH2:25][CH2:26]2)=[C:15]2[C:10](=[CH:11][CH:12]=1)[N:9]=[C:8]([N:4]1[CH2:5][CH2:6][CH2:7][C@H:2]([NH:1][CH2:38][CH2:37][O:36][Si:29]([C:32]([CH3:35])([CH3:34])[CH3:33])([CH3:31])[CH3:30])[CH2:3]1)[CH:17]=[CH:16]2, predict the reactants needed to synthesize it. The reactants are: [NH2:1][C@H:2]1[CH2:7][CH2:6][CH2:5][N:4]([C:8]2[CH:17]=[CH:16][C:15]3[C:10](=[CH:11][CH:12]=[C:13]([Cl:28])[C:14]=3[NH:18][C:19](=[O:27])[CH2:20][CH:21]3[CH2:26][CH2:25][CH2:24][CH2:23][CH2:22]3)[N:9]=2)[CH2:3]1.[Si:29]([O:36][CH2:37][CH:38]=O)([C:32]([CH3:35])([CH3:34])[CH3:33])([CH3:31])[CH3:30].C(O[BH-](OC(=O)C)OC(=O)C)(=O)C.[Na+]. (3) Given the product [ClH:19].[N:46]12[CH2:51][CH2:50][CH:49]([CH2:48][CH2:47]1)[C@H:44]([NH:43][C:16]([C:12]1[CH:13]=[CH:14][CH:15]=[C:9]3[O:8][C:7]([C:6]4[S:5][CH:4]=[N:3][C:2]=4[CH3:1])=[N:11][C:10]=13)=[O:18])[CH2:45]2, predict the reactants needed to synthesize it. The reactants are: [CH3:1][C:2]1[N:3]=[CH:4][S:5][C:6]=1[C:7]1[O:8][C:9]2[C:10](=[C:12]([C:16]([OH:18])=O)[CH:13]=[CH:14][CH:15]=2)[N:11]=1.[ClH:19].C(N=C=NCCCN(C)C)C.ON1C2C=CC=CC=2N=N1.Cl.Cl.[NH2:43][C@H:44]1[CH:49]2[CH2:50][CH2:51][N:46]([CH2:47][CH2:48]2)[CH2:45]1.C(N(CC)CC)C. (4) Given the product [C:22]([O:26][C:27]([N:29]1[CH2:35][CH2:34][CH2:33][N:32]([C:2]2[N:7]=[C:6]([O:8][CH3:9])[C:5]([N+:10]([O-:12])=[O:11])=[C:4]([O:13][CH3:14])[N:3]=2)[CH2:31][CH2:30]1)=[O:28])([CH3:25])([CH3:23])[CH3:24], predict the reactants needed to synthesize it. The reactants are: Cl[C:2]1[N:7]=[C:6]([O:8][CH3:9])[C:5]([N+:10]([O-:12])=[O:11])=[C:4]([O:13][CH3:14])[N:3]=1.C(N(CC)CC)C.[C:22]([O:26][C:27]([N:29]1[CH2:35][CH2:34][CH2:33][NH:32][CH2:31][CH2:30]1)=[O:28])([CH3:25])([CH3:24])[CH3:23]. (5) Given the product [CH3:26][O:25][C:23](=[O:24])[CH2:22][N:16]1[C:17](=[O:20])[CH2:18][CH2:19][N:13]([C:11](=[O:12])/[CH:10]=[CH:9]/[C:4]2[CH:5]=[CH:6][C:7]([Cl:8])=[C:2]([Cl:1])[CH:3]=2)[CH2:14][CH2:15]1, predict the reactants needed to synthesize it. The reactants are: [Cl:1][C:2]1[CH:3]=[C:4](/[CH:9]=[CH:10]/[C:11]([N:13]2[CH2:19][CH2:18][C:17](=[O:20])[NH:16][CH2:15][CH2:14]2)=[O:12])[CH:5]=[CH:6][C:7]=1[Cl:8].Br[CH2:22][C:23]([O:25][CH3:26])=[O:24].OS([O-])(=O)=O.[K+].